The task is: Predict the product of the given reaction.. This data is from Forward reaction prediction with 1.9M reactions from USPTO patents (1976-2016). (1) Given the reactants [CH:1]12[O:9][CH:5]([CH2:6][NH:7][CH2:8]1)[CH2:4][N:3]([C:10]([O:12][C:13]([CH3:16])([CH3:15])[CH3:14])=[O:11])[CH2:2]2.Cl[CH2:18][CH2:19][CH2:20][CH2:21][C:22]1[CH:27]=[CH:26][N:25]=[CH:24][CH:23]=1.BrBr.C([O-])([O-])=O.[K+].[K+], predict the reaction product. The product is: [N:25]1[CH:26]=[CH:27][C:22]([CH2:21][CH2:20][CH2:19][CH2:18][N:7]2[CH2:6][CH:5]3[O:9][CH:1]([CH2:2][N:3]([C:10]([O:12][C:13]([CH3:16])([CH3:15])[CH3:14])=[O:11])[CH2:4]3)[CH2:8]2)=[CH:23][CH:24]=1. (2) Given the reactants BrC1C=CC2OCC3(C4SC(C(OCC)=O)=[N:15]C=4C=2C=1)OCCO3.C([C@]1(O)CCN(C)C1=O)#C.[OH:35][C@@:36]1([C:43]#[C:44][C:45]2[CH:67]=[CH:66][C:48]3[O:49][CH2:50][C:51]4([C:56]5[S:60][C:59]([C:61]([O:63]CC)=O)=[N:58][C:57]=5[C:47]=3[CH:46]=2)[O:55][CH2:54][CH2:53][O:52]4)[CH2:40][CH2:39][N:38]([CH3:41])[C:37]1=[O:42], predict the reaction product. The product is: [OH:35][C@@:36]1([C:43]#[C:44][C:45]2[CH:67]=[CH:66][C:48]3[O:49][CH2:50][C:51]4([C:56]5[S:60][C:59]([C:61]([NH2:15])=[O:63])=[N:58][C:57]=5[C:47]=3[CH:46]=2)[O:55][CH2:54][CH2:53][O:52]4)[CH2:40][CH2:39][N:38]([CH3:41])[C:37]1=[O:42]. (3) Given the reactants C([BH-](CC)CC)C.[Li+].[CH2:9]([C:11]1[N:12]([CH2:16][C:17]2[CH:22]=[CH:21][C:20]([C:23]3[CH:28]=[CH:27][CH:26]=[CH:25][C:24]=3[C:29]3[CH:30]=[N:31][CH:32]=[CH:33][CH:34]=3)=[CH:19][CH:18]=2)[CH:13]=[CH:14][CH:15]=1)[CH3:10].CO, predict the reaction product. The product is: [CH2:9]([C:11]1[N:12]([CH2:16][C:17]2[CH:22]=[CH:21][C:20]([C:23]3[CH:28]=[CH:27][CH:26]=[CH:25][C:24]=3[CH:29]3[CH2:34][CH2:33][CH2:32][NH:31][CH2:30]3)=[CH:19][CH:18]=2)[CH:13]=[CH:14][CH:15]=1)[CH3:10]. (4) Given the reactants [NH:1]1[CH2:6][CH2:5][CH:4]([CH2:7][NH:8][C:9](=[O:24])[C:10]2[CH:15]=[C:14]([C:16]([F:19])([F:18])[F:17])[CH:13]=[C:12]([C:20]([F:23])([F:22])[F:21])[CH:11]=2)[CH2:3][CH2:2]1.CCN(C(C)C)C(C)C.[Cl:34][CH2:35][C:36](Cl)=[O:37], predict the reaction product. The product is: [Cl:34][CH2:35][C:36]([N:1]1[CH2:6][CH2:5][CH:4]([CH2:7][NH:8][C:9](=[O:24])[C:10]2[CH:11]=[C:12]([C:20]([F:21])([F:22])[F:23])[CH:13]=[C:14]([C:16]([F:18])([F:19])[F:17])[CH:15]=2)[CH2:3][CH2:2]1)=[O:37]. (5) Given the reactants O=[C:2]1[CH2:10][CH2:9][CH2:8][C:7]2[N:6]([CH2:11][C:12]([O:14][CH2:15][CH3:16])=[O:13])[N:5]=[C:4]([C:17]([F:20])([F:19])[F:18])[C:3]1=2.[CH2:21]1COCC1, predict the reaction product. The product is: [CH2:21]=[C:2]1[CH2:10][CH2:9][CH2:8][C:7]2[N:6]([CH2:11][C:12]([O:14][CH2:15][CH3:16])=[O:13])[N:5]=[C:4]([C:17]([F:20])([F:19])[F:18])[C:3]1=2. (6) The product is: [CH3:12][O:11][C:9](=[O:10])[CH:8]([Br:13])[C:4]1[CH:5]=[CH:6][CH:7]=[C:2]([F:1])[CH:3]=1. Given the reactants [F:1][C:2]1[CH:3]=[C:4]([CH2:8][C:9]([O:11][CH3:12])=[O:10])[CH:5]=[CH:6][CH:7]=1.[Br:13]N1C(=O)CCC1=O, predict the reaction product. (7) Given the reactants [N:1]1[CH:6]=[CH:5][CH:4]=[N:3][C:2]=1[O:7][CH:8]1[CH2:13][CH2:12][CH:11](C2C=C(C)C=CC=2S([O-])(=O)=O)[CH2:10][CH2:9]1.[N-:25]=[N+:26]=[N-:27].[Na+], predict the reaction product. The product is: [N:25]([CH:11]1[CH2:12][CH2:13][CH:8]([O:7][C:2]2[N:3]=[CH:4][CH:5]=[CH:6][N:1]=2)[CH2:9][CH2:10]1)=[N+:26]=[N-:27].